The task is: Predict which catalyst facilitates the given reaction.. This data is from Catalyst prediction with 721,799 reactions and 888 catalyst types from USPTO. (1) Reactant: O[CH2:2][C:3]1[CH:4]=[CH:5][CH:6]=[C:7]2[C:12]=1[C:11]([CH2:13][OH:14])=[CH:10][CH:9]=[CH:8]2.P(=O)(O)(O)O.O. Product: [CH2:2]1[C:3]2[C:12]3[C:7](=[CH:8][CH:9]=[CH:10][C:11]=3[CH2:13][O:14]1)[CH:6]=[CH:5][CH:4]=2. The catalyst class is: 2. (2) Product: [N:1]1[CH:6]=[CH:5][C:4]([CH2:7][C:8]2[S:10][C:17]3[CH2:18][N:19]([C:24]([O:26][CH2:27][CH3:28])=[O:25])[CH2:20][CH2:21][C:22]=3[N:9]=2)=[CH:3][CH:2]=1. Reactant: [N:1]1[CH:6]=[CH:5][C:4]([CH2:7][C:8](=[S:10])[NH2:9])=[CH:3][CH:2]=1.C(=O)([O-])[O-].[Ca+2].Br[CH:17]1[C:22](=O)[CH2:21][CH2:20][N:19]([C:24]([O:26][CH2:27][CH3:28])=[O:25])[CH2:18]1. The catalyst class is: 41. (3) Product: [C:28]([O:27][C:25](=[O:26])[NH:24][C:20]1([C:17]2[CH:16]=[CH:15][C:14]([C:12]3[N:13]=[C:8]4[C:7]([O:38][CH3:39])=[CH:6][C:5]([C:3](=[O:2])[NH2:40])=[CH:10][N:9]4[C:11]=3[C:32]3[CH:33]=[CH:34][CH:35]=[CH:36][CH:37]=3)=[CH:19][CH:18]=2)[CH2:21][CH2:22][CH2:23]1)([CH3:30])([CH3:29])[CH3:31]. The catalyst class is: 5. Reactant: C[O:2][C:3]([C:5]1[CH:6]=[C:7]([O:38][CH3:39])[C:8]2[N:9]([C:11]([C:32]3[CH:37]=[CH:36][CH:35]=[CH:34][CH:33]=3)=[C:12]([C:14]3[CH:19]=[CH:18][C:17]([C:20]4([NH:24][C:25]([O:27][C:28]([CH3:31])([CH3:30])[CH3:29])=[O:26])[CH2:23][CH2:22][CH2:21]4)=[CH:16][CH:15]=3)[N:13]=2)[CH:10]=1)=O.[NH3:40]. (4) Reactant: [CH:1]1([CH2:4][O:5][C:6]2([C:21]3[CH:26]=[CH:25][C:24]([F:27])=[CH:23][CH:22]=3)[CH2:11][CH2:10][C:9]([C:15]3[CH:20]=[CH:19][CH:18]=[CH:17][CH:16]=3)([C:12]([OH:14])=[O:13])[CH2:8][CH2:7]2)[CH2:3][CH2:2]1.[OH-].[Na+:29]. Product: [CH:1]1([CH2:4][O:5][C:6]2([C:21]3[CH:26]=[CH:25][C:24]([F:27])=[CH:23][CH:22]=3)[CH2:7][CH2:8][C:9]([C:15]3[CH:16]=[CH:17][CH:18]=[CH:19][CH:20]=3)([C:12]([O-:14])=[O:13])[CH2:10][CH2:11]2)[CH2:3][CH2:2]1.[Na+:29]. The catalyst class is: 6. (5) Reactant: [Br:1][C:2]1[CH:8]=[CH:7][CH:6]=[CH:5][C:3]=1[NH2:4].C(N(CC)CC)C.[Cl:16][C:17]1[N:22]=[C:21]([C:23]2[CH:28]=[CH:27][CH:26]=[CH:25][CH:24]=2)[N:20]=[C:19]([C:29](Cl)=[O:30])[CH:18]=1. Product: [Br:1][C:2]1[CH:8]=[CH:7][CH:6]=[CH:5][C:3]=1[NH:4][C:29]([C:19]1[CH:18]=[C:17]([Cl:16])[N:22]=[C:21]([C:23]2[CH:24]=[CH:25][CH:26]=[CH:27][CH:28]=2)[N:20]=1)=[O:30]. The catalyst class is: 147. (6) Reactant: Cl[C:2]1[CH:7]=[C:6]([C:8]#[N:9])[CH:5]=[C:4]([O:10][CH:11]([CH3:13])[CH3:12])[N:3]=1.[F:14][C:15]([F:26])([F:25])[C:16]1[CH:21]=[CH:20][C:19](B(O)O)=[CH:18][CH:17]=1.C(=O)([O-])[O-].[Cs+].[Cs+].CC(C1C=C(C(C)C)C(C2C=CC=CC=2P(C2CCCCC2)C2CCCCC2)=C(C(C)C)C=1)C. Product: [CH:11]([O:10][C:4]1[CH:5]=[C:6]([C:8]#[N:9])[CH:7]=[C:2]([C:19]2[CH:20]=[CH:21][C:16]([C:15]([F:26])([F:25])[F:14])=[CH:17][CH:18]=2)[N:3]=1)([CH3:13])[CH3:12]. The catalyst class is: 584.